Dataset: Forward reaction prediction with 1.9M reactions from USPTO patents (1976-2016). Task: Predict the product of the given reaction. (1) Given the reactants Cl[C:2]1[CH:11]=[C:10]2[C:5]([CH:6]=[C:7]([C:15]3[C:16]([CH3:34])=[CH:17][C:18]([F:33])=[C:19]([NH:21][C:22]([NH:24][C:25]4[CH:30]=[C:29]([F:31])[CH:28]=[C:27]([F:32])[CH:26]=4)=[O:23])[CH:20]=3)[C:8](=[O:14])[N:9]2[CH2:12][CH3:13])=[CH:4][N:3]=1.C([O-])([O-])=O.[Cs+].[Cs+].[CH3:41][N:42]([CH3:46])[C:43]([NH2:45])=[O:44].CC1(C)C2C(=C(P(C3C=CC=CC=3)C3C=CC=CC=3)C=CC=2)OC2C(P(C3C=CC=CC=3)C3C=CC=CC=3)=CC=CC1=2, predict the reaction product. The product is: [F:32][C:27]1[CH:26]=[C:25]([NH:24][C:22](=[O:23])[NH:21][C:19]2[C:18]([F:33])=[CH:17][C:16]([CH3:34])=[C:15]([C:7]3[C:8](=[O:14])[N:9]([CH2:12][CH3:13])[C:10]4[C:5]([CH:6]=3)=[CH:4][N:3]=[C:2]([NH:45][C:43](=[O:44])[N:42]([CH3:46])[CH3:41])[CH:11]=4)[CH:20]=2)[CH:30]=[C:29]([F:31])[CH:28]=1. (2) Given the reactants [C:1]([C:3]1[CH:26]=[CH:25][C:6]([CH2:7][NH:8][C:9](=[O:24])[CH:10]([C:14]2[C:19]([F:20])=[CH:18][C:17]([O:21][CH3:22])=[CH:16][C:15]=2[F:23])[O:11][CH2:12][CH3:13])=[C:5]([OH:27])[CH:4]=1)#[N:2].I[CH2:29][C:30]([NH2:32])=[O:31].C(=O)([O-])[O-].[Cs+].[Cs+], predict the reaction product. The product is: [C:30]([CH2:29][O:27][C:5]1[CH:4]=[C:3]([C:1]#[N:2])[CH:26]=[CH:25][C:6]=1[CH2:7][NH:8][C:9](=[O:24])[CH:10]([C:14]1[C:15]([F:23])=[CH:16][C:17]([O:21][CH3:22])=[CH:18][C:19]=1[F:20])[O:11][CH2:12][CH3:13])(=[O:31])[NH2:32].